From a dataset of Full USPTO retrosynthesis dataset with 1.9M reactions from patents (1976-2016). Predict the reactants needed to synthesize the given product. (1) Given the product [CH3:1][O:2][C:3]1[C:59]([O:60][CH2:61][CH2:62][CH2:63][O:64][C:65]2[C:66]([O:92][CH3:93])=[CH:67][C:68]3[C:74](=[O:75])[N:73]4[CH:76]=[C:77](/[CH:79]=[CH:80]/[CH3:81])[CH2:78][C@H:72]4[CH:71]=[N:70][C:69]=3[CH:91]=2)=[CH:58][C:6]2[N:7]=[CH:8][C@@H:9]3[CH2:15][C:14](/[CH:16]=[CH:17]/[CH2:18][NH:19][C:20](=[O:48])[C@@H:21]([NH:23][C:24](=[O:47])[C@@H:25]([NH:29][C:30](=[O:46])[O:31][CH2:32][CH:33]4[C:45]5[CH:44]=[CH:43][CH:42]=[CH:41][C:40]=5[C:39]5[C:34]4=[CH:35][CH:36]=[CH:37][CH:38]=5)[CH:26]([CH3:28])[CH3:27])[CH3:22])=[CH:13][N:10]3[C:11](=[O:12])[C:5]=2[CH:4]=1, predict the reactants needed to synthesize it. The reactants are: [CH3:1][O:2][C:3]1[C:59]([O:60][CH2:61][CH2:62][CH2:63][O:64][C:65]2[C:66]([O:92][CH3:93])=[CH:67][C:68]3[C:74](=[O:75])[N:73]4[CH:76]=[C:77](/[CH:79]=[CH:80]/[CH3:81])[CH2:78][C@H:72]4[C:71](=O)[N:70](COCC[Si](C)(C)C)[C:69]=3[CH:91]=2)=[CH:58][C:6]2[N:7](COCC[Si](C)(C)C)[C:8](=O)[C@@H:9]3[CH2:15][C:14](/[CH:16]=[CH:17]/[CH2:18][NH:19][C:20](=[O:48])[C@@H:21]([NH:23][C:24](=[O:47])[C@@H:25]([NH:29][C:30](=[O:46])[O:31][CH2:32][CH:33]4[C:45]5[CH:44]=[CH:43][CH:42]=[CH:41][C:40]=5[C:39]5[C:34]4=[CH:35][CH:36]=[CH:37][CH:38]=5)[CH:26]([CH3:28])[CH3:27])[CH3:22])=[CH:13][N:10]3[C:11](=[O:12])[C:5]=2[CH:4]=1.[Li+].[B-](CC)(CC)CC. (2) Given the product [N:3]1[CH:4]=[CH:5][N:6]=[CH:7][C:2]=1[N:11]1[CH2:10][CH2:9][N:8]([C:14]([O:16][C:17]([CH3:20])([CH3:19])[CH3:18])=[O:15])[CH2:13][CH2:12]1, predict the reactants needed to synthesize it. The reactants are: Cl[C:2]1[CH:7]=[N:6][CH:5]=[CH:4][N:3]=1.[N:8]1([C:14]([O:16][C:17]([CH3:20])([CH3:19])[CH3:18])=[O:15])[CH2:13][CH2:12][NH:11][CH2:10][CH2:9]1.C(=O)([O-])[O-].[Cs+].[Cs+]. (3) Given the product [F:14][C:11]1[CH:12]=[CH:13][C:8]([C:6]2[CH:5]=[N:4][CH:3]=[C:2]([B:15]3[O:19][C:18]([CH3:21])([CH3:20])[C:17]([CH3:23])([CH3:22])[O:16]3)[CH:7]=2)=[CH:9][CH:10]=1, predict the reactants needed to synthesize it. The reactants are: Br[C:2]1[CH:3]=[N:4][CH:5]=[C:6]([C:8]2[CH:13]=[CH:12][C:11]([F:14])=[CH:10][CH:9]=2)[CH:7]=1.[B:15]1([B:15]2[O:19][C:18]([CH3:21])([CH3:20])[C:17]([CH3:23])([CH3:22])[O:16]2)[O:19][C:18]([CH3:21])([CH3:20])[C:17]([CH3:23])([CH3:22])[O:16]1. (4) Given the product [NH:1]([C:32]([O:31][C:28]([CH3:30])([CH3:29])[CH3:27])=[O:33])[CH2:2][C:3]([NH:5][C@H:6]([C:14]([NH:16][C@H:17]([C:22]([OH:24])=[O:23])[CH2:18][CH:19]([CH3:20])[CH3:21])=[O:15])[CH2:7][C:8]1[CH:13]=[CH:12][CH:11]=[CH:10][CH:9]=1)=[O:4], predict the reactants needed to synthesize it. The reactants are: [NH2:1][CH2:2][C:3]([NH:5][C@H:6]([C:14]([NH:16][C@H:17]([C:22]([OH:24])=[O:23])[CH2:18][CH:19]([CH3:21])[CH3:20])=[O:15])[CH2:7][C:8]1[CH:13]=[CH:12][CH:11]=[CH:10][CH:9]=1)=[O:4].[OH-].[Na+].[CH3:27][C:28]([O:31][C:32](O[C:32]([O:31][C:28]([CH3:30])([CH3:29])[CH3:27])=[O:33])=[O:33])([CH3:30])[CH3:29].Cl. (5) Given the product [Cl:1][C:2]1[CH:3]=[C:4]([C:9]([N:11]2[CH2:16][CH2:15][CH2:14][CH:13]([CH2:17][CH2:18][CH3:19])[CH2:12]2)=[O:10])[CH:5]=[N:6][C:7]=1[NH:20][C:21]1[CH:22]=[N:23][C:24]([CH3:27])=[CH:25][CH:26]=1, predict the reactants needed to synthesize it. The reactants are: [Cl:1][C:2]1[CH:3]=[C:4]([C:9]([N:11]2[CH2:16][CH2:15][CH2:14][CH:13]([CH2:17][CH2:18][CH3:19])[CH2:12]2)=[O:10])[CH:5]=[N:6][C:7]=1Cl.[NH2:20][C:21]1[CH:22]=[N:23][C:24]([CH3:27])=[CH:25][CH:26]=1.C1C=CC(P(C2C(C3C(P(C4C=CC=CC=4)C4C=CC=CC=4)=CC=C4C=3C=CC=C4)=C3C(C=CC=C3)=CC=2)C2C=CC=CC=2)=CC=1.C(=O)([O-])[O-].[K+].[K+].